From a dataset of Full USPTO retrosynthesis dataset with 1.9M reactions from patents (1976-2016). Predict the reactants needed to synthesize the given product. (1) Given the product [Cl:68][C:33]1[CH:34]=[C:35]([C:36]2[C:41]3[N:42]([CH2:54][C@H:55]4[CH2:60][CH2:59][C@H:58]([CH3:61])[CH2:57][CH2:56]4)[C:43]([N:45]4[CH2:50][CH2:49][O:48][C@@H:47]5[CH2:51][CH2:52][CH2:53][C@@H:46]45)=[N:44][C:40]=3[CH:39]=[C:38]([C:62]3[NH:66][C:65](=[O:67])[O:64][N:63]=3)[N:37]=2)[C:30]([O:29][CH2:28][CH2:27][OH:26])=[N:31][CH:32]=1, predict the reactants needed to synthesize it. The reactants are: CCCC[N+](CCCC)(CCCC)CCCC.[F-].[Si]([O:26][CH2:27][CH2:28][O:29][C:30]1[C:35]([C:36]2[C:41]3[N:42]([CH2:54][C@H:55]4[CH2:60][CH2:59][C@H:58]([CH3:61])[CH2:57][CH2:56]4)[C:43]([N:45]4[CH2:50][CH2:49][O:48][C@@H:47]5[CH2:51][CH2:52][CH2:53][C@@H:46]45)=[N:44][C:40]=3[CH:39]=[C:38]([C:62]3[NH:66][C:65](=[O:67])[O:64][N:63]=3)[N:37]=2)=[CH:34][C:33]([Cl:68])=[CH:32][N:31]=1)(C(C)(C)C)(C)C. (2) Given the product [CH3:28][N:4]1[C:3]([CH2:2][NH:38][CH:29]2[C:37]3[C:32](=[CH:33][CH:34]=[CH:35][CH:36]=3)[CH2:31][CH2:30]2)=[N:11][C:10]2[C:5]1=[N:6][C:7]([N:18]1[C:22]3[CH:23]=[CH:24][CH:25]=[CH:26][C:21]=3[N:20]=[C:19]1[CH3:27])=[N:8][C:9]=2[N:12]1[CH2:17][CH2:16][O:15][CH2:14][CH2:13]1, predict the reactants needed to synthesize it. The reactants are: Br[CH2:2][C:3]1[N:4]([CH3:28])[C:5]2[C:10]([N:11]=1)=[C:9]([N:12]1[CH2:17][CH2:16][O:15][CH2:14][CH2:13]1)[N:8]=[C:7]([N:18]1[C:22]3[CH:23]=[CH:24][CH:25]=[CH:26][C:21]=3[N:20]=[C:19]1[CH3:27])[N:6]=2.[CH:29]1([NH2:38])[C:37]2[C:32](=[CH:33][CH:34]=[CH:35][CH:36]=2)[CH2:31][CH2:30]1.